The task is: Regression/Classification. Given a drug SMILES string, predict its absorption, distribution, metabolism, or excretion properties. Task type varies by dataset: regression for continuous measurements (e.g., permeability, clearance, half-life) or binary classification for categorical outcomes (e.g., BBB penetration, CYP inhibition). For this dataset (caco2_wang), we predict Y.. This data is from Caco-2 cell permeability data measuring drug intestinal absorption for ~900 compounds. (1) The compound is N=C(N)c1ccc2[nH]c(Cc3nc4ccccc4[nH]3)nc2c1. The Y is -6.70 log Papp (cm/s). (2) The drug is CCOC(=O)c1ccc(O)cc1. The Y is -4.81 log Papp (cm/s).